This data is from Full USPTO retrosynthesis dataset with 1.9M reactions from patents (1976-2016). The task is: Predict the reactants needed to synthesize the given product. The reactants are: O[CH2:2][CH2:3][CH2:4][CH:5]1[CH2:10][CH2:9][N:8]([C:11]([O:13][C:14]([CH3:17])([CH3:16])[CH3:15])=[O:12])[CH2:7][CH2:6]1.C(Br)(Br)(Br)[Br:19].C1(P(C2C=CC=CC=2)C2C=CC=CC=2)C=CC=CC=1.[Cl-].[Na+]. Given the product [Br:19][CH2:2][CH2:3][CH2:4][CH:5]1[CH2:10][CH2:9][N:8]([C:11]([O:13][C:14]([CH3:17])([CH3:16])[CH3:15])=[O:12])[CH2:7][CH2:6]1, predict the reactants needed to synthesize it.